This data is from Forward reaction prediction with 1.9M reactions from USPTO patents (1976-2016). The task is: Predict the product of the given reaction. Given the reactants [CH2:1]([O:3][C:4](=[O:14])[CH:5]([C:7]1[CH:12]=[CH:11][C:10](Br)=[CH:9][CH:8]=1)[CH3:6])[CH3:2].[B:15]1([B:15]2[O:19][C:18]([CH3:21])([CH3:20])[C:17]([CH3:23])([CH3:22])[O:16]2)[O:19][C:18]([CH3:21])([CH3:20])[C:17]([CH3:23])([CH3:22])[O:16]1, predict the reaction product. The product is: [CH2:1]([O:3][C:4](=[O:14])[CH:5]([C:7]1[CH:12]=[CH:11][C:10]([B:15]2[O:19][C:18]([CH3:21])([CH3:20])[C:17]([CH3:23])([CH3:22])[O:16]2)=[CH:9][CH:8]=1)[CH3:6])[CH3:2].